Dataset: Reaction yield outcomes from USPTO patents with 853,638 reactions. Task: Predict the reaction yield, written as a fraction of the theoretical maximum amount of product (1.0 means a 100% yield; for example, 0.34 means a 34% yield). (1) The reactants are C1(C)C=CC=CC=1.I[C:9]1[CH:18]=[CH:17][CH:16]=[CH:15][C:10]=1[C:11]([O:13][CH3:14])=[O:12].[C:19]([C:21]1([OH:31])[CH2:26][CH:25]2[CH2:27][CH:22]1[CH:23]([CH3:30])[C:24]2([CH3:29])[CH3:28])#[CH:20].C(NC(C)C)(C)C. The catalyst is [Cu]I.Cl[Pd](Cl)([P](C1C=CC=CC=1)(C1C=CC=CC=1)C1C=CC=CC=1)[P](C1C=CC=CC=1)(C1C=CC=CC=1)C1C=CC=CC=1.O. The product is [OH:31][C:21]1([C:19]#[C:20][C:9]2[CH:18]=[CH:17][CH:16]=[CH:15][C:10]=2[C:11]([O:13][CH3:14])=[O:12])[CH2:26][CH:25]2[CH2:27][CH:22]1[CH:23]([CH3:30])[C:24]2([CH3:29])[CH3:28]. The yield is 0.220. (2) The reactants are C(O[C:6]([N:8]1[CH2:13][CH2:12][N:11](C2C(=O)N(CC(C)C)N=C(C3C=CC(C)=C(F)C=3)C=2C)[CH2:10][CH2:9]1)=O)(C)(C)C.[CH:34]1([CH2:37][N:38]2[C:43](=[O:44])[C:42]([CH2:45][CH2:46][CH2:47]OS(C)(=O)=O)=[CH:41][C:40]([C:53]3[CH:58]=[CH:57][C:56]([O:59][CH3:60])=[C:55]([F:61])[CH:54]=3)=[N:39]2)[CH2:36][CH2:35]1.CN1CCNCC1. No catalyst specified. The product is [CH:34]1([CH2:37][N:38]2[C:43](=[O:44])[C:42]([CH2:45][CH2:46][CH2:47][N:11]3[CH2:12][CH2:13][N:8]([CH3:6])[CH2:9][CH2:10]3)=[CH:41][C:40]([C:53]3[CH:58]=[CH:57][C:56]([O:59][CH3:60])=[C:55]([F:61])[CH:54]=3)=[N:39]2)[CH2:36][CH2:35]1. The yield is 0.620.